Dataset: Reaction yield outcomes from USPTO patents with 853,638 reactions. Task: Predict the reaction yield, written as a fraction of the theoretical maximum amount of product (1.0 means a 100% yield; for example, 0.34 means a 34% yield). (1) The reactants are [Cl:1][C:2]1[CH:11]=[C:10]2[C:5]([N:6]=[C:7](O)[C:8]([C:12]#[N:13])=[N:9]2)=[CH:4][CH:3]=1.P(Br)(Br)([Br:17])=O.CN(C=O)C. The catalyst is ClCCCl. The product is [Br:17][C:7]1[C:8]([C:12]#[N:13])=[N:9][C:10]2[C:5]([N:6]=1)=[CH:4][CH:3]=[C:2]([Cl:1])[CH:11]=2. The yield is 0.880. (2) The reactants are [CH3:1][C:2]([CH3:37])([CH3:36])[CH2:3][CH2:4][N:5]1[C:10](=[O:11])[C:9]([C:12]2[NH:17][C:16]3[CH:18]=[CH:19][C:20]([NH:22][S:23]([CH:26]=[CH2:27])(=[O:25])=[O:24])=[CH:21][C:15]=3[S:14](=[O:29])(=[O:28])[N:13]=2)=[C:8]([OH:30])[C:7]([C:31]2[S:32][CH:33]=[CH:34][CH:35]=2)=[N:6]1.[CH2:38]([NH:40][CH2:41][CH3:42])[CH3:39]. The catalyst is C1COCC1.CO. The product is [CH3:1][C:2]([CH3:37])([CH3:36])[CH2:3][CH2:4][N:5]1[C:10](=[O:11])[C:9]([C:12]2[NH:17][C:16]3[CH:18]=[CH:19][C:20]([NH:22][S:23]([CH2:26][CH2:27][N:40]([CH2:41][CH3:42])[CH2:38][CH3:39])(=[O:24])=[O:25])=[CH:21][C:15]=3[S:14](=[O:28])(=[O:29])[N:13]=2)=[C:8]([OH:30])[C:7]([C:31]2[S:32][CH:33]=[CH:34][CH:35]=2)=[N:6]1. The yield is 0.570. (3) The reactants are [OH:1][CH2:2][C@@H:3]([NH:20]C(=O)OC(C)(C)C)[C:4]([NH:6][C:7]1[CH:12]=[CH:11][C:10]([C:13]2[O:17][CH:16]=[N:15][CH:14]=2)=[C:9]([O:18][CH3:19])[CH:8]=1)=[O:5].C(O)(C(F)(F)F)=O.C(=O)([O-])[O-].[Na+].[Na+]. The catalyst is ClCCl.O. The product is [NH2:20][C@H:3]([CH2:2][OH:1])[C:4]([NH:6][C:7]1[CH:12]=[CH:11][C:10]([C:13]2[O:17][CH:16]=[N:15][CH:14]=2)=[C:9]([O:18][CH3:19])[CH:8]=1)=[O:5]. The yield is 0.450. (4) The reactants are [CH3:1][C:2]1[O:6][N:5]=[C:4]([C:7]2[CH:12]=[CH:11][CH:10]=[CH:9][CH:8]=2)[C:3]=1[CH2:13][O:14][C:15]1[CH:23]=[CH:22][C:18]([C:19]([OH:21])=O)=[CH:17][N:16]=1.[CH3:24][N:25]1[CH:29]=[CH:28][C:27]([NH2:30])=[N:26]1. No catalyst specified. The product is [CH3:1][C:2]1[O:6][N:5]=[C:4]([C:7]2[CH:8]=[CH:9][CH:10]=[CH:11][CH:12]=2)[C:3]=1[CH2:13][O:14][C:15]1[CH:23]=[CH:22][C:18]([C:19]([NH:30][C:27]2[CH:28]=[CH:29][N:25]([CH3:24])[N:26]=2)=[O:21])=[CH:17][N:16]=1. The yield is 0.870. (5) The reactants are [CH3:1][C:2]1[C:3]([C:8]2[CH:13]=[CH:12][C:11]([CH2:14][OH:15])=[CH:10][CH:9]=2)=[N:4][CH:5]=[CH:6][CH:7]=1.[Cr](O[Cr]([O-])(=O)=O)([O-])(=O)=[O:17].[NH+]1C=CC=CC=1.[NH+]1C=CC=CC=1.O. The catalyst is CN(C=O)C. The product is [CH3:1][C:2]1[C:3]([C:8]2[CH:13]=[CH:12][C:11]([C:14]([OH:17])=[O:15])=[CH:10][CH:9]=2)=[N:4][CH:5]=[CH:6][CH:7]=1. The yield is 0.250. (6) The reactants are [F:1][C:2]1[CH:7]=[CH:6][C:5]([CH:8]([C:11](=[O:22])[C:12]2[CH:17]=[CH:16][CH:15]=[C:14]([C:18]([F:21])([F:20])[F:19])[N:13]=2)C#N)=[CH:4][CH:3]=1. The catalyst is Br. The product is [F:1][C:2]1[CH:3]=[CH:4][C:5]([CH2:8][C:11]([C:12]2[CH:17]=[CH:16][CH:15]=[C:14]([C:18]([F:21])([F:19])[F:20])[N:13]=2)=[O:22])=[CH:6][CH:7]=1. The yield is 0.650. (7) The reactants are [OH-].[Li+].[F:3][C:4]1[CH:5]=[C:6]([C:10]2[CH:18]=[C:17]3[C:13]([CH2:14][CH2:15][CH:16]3[NH:19][C:20]3[CH:21]=[C:22]([CH:31]=[CH:32][CH:33]=3)[O:23][CH2:24][C:25]([O:27]C(C)C)=[O:26])=[CH:12][CH:11]=2)[CH:7]=[CH:8][CH:9]=1. The catalyst is C1COCC1. The product is [F:3][C:4]1[CH:5]=[C:6]([C:10]2[CH:18]=[C:17]3[C:13]([CH2:14][CH2:15][CH:16]3[NH:19][C:20]3[CH:21]=[C:22]([CH:31]=[CH:32][CH:33]=3)[O:23][CH2:24][C:25]([OH:27])=[O:26])=[CH:12][CH:11]=2)[CH:7]=[CH:8][CH:9]=1. The yield is 0.760. (8) The reactants are [F:1][CH:2]([F:11])[O:3][C:4]1[CH:9]=[CH:8][C:7](I)=[CH:6][CH:5]=1.[CH3:12][C:13]1([CH3:29])[C:17]([CH3:19])([CH3:18])[O:16][B:15]([B:15]2[O:16][C:17]([CH3:19])([CH3:18])[C:13]([CH3:29])([CH3:12])[O:14]2)[O:14]1.C(O[K])(C)=O. The catalyst is O1CCOCC1.O.C1C=CC(P(C2C=CC=CC=2)[C-]2C=CC=C2)=CC=1.C1C=CC(P(C2C=CC=CC=2)[C-]2C=CC=C2)=CC=1.Cl[Pd]Cl.[Fe+2]. The product is [F:1][CH:2]([F:11])[O:3][C:4]1[CH:9]=[CH:8][C:7]([B:15]2[O:16][C:17]([CH3:19])([CH3:18])[C:13]([CH3:29])([CH3:12])[O:14]2)=[CH:6][CH:5]=1. The yield is 0.490. (9) The reactants are [NH2:1][C:2]1[C:11]2[C:6](=[C:7](I)[C:8]([F:12])=[CH:9][CH:10]=2)[N:5]=[N:4][C:3]=1[C:14]([NH:16][CH:17]1[CH2:19][CH2:18]1)=[O:15].[F:20][C:21]1[C:26]([O:27][CH3:28])=[CH:25][CH:24]=[CH:23][C:22]=1B(O)O. No catalyst specified. The product is [NH2:1][C:2]1[C:11]2[C:6](=[C:7]([C:22]3[CH:23]=[CH:24][CH:25]=[C:26]([O:27][CH3:28])[C:21]=3[F:20])[C:8]([F:12])=[CH:9][CH:10]=2)[N:5]=[N:4][C:3]=1[C:14]([NH:16][CH:17]1[CH2:19][CH2:18]1)=[O:15]. The yield is 0.560. (10) The reactants are C1CO[C:8]2[CH:7]=[CH:6][C:5]([NH:11][C:12]3[C:17]([F:18])=[CH:16][N:15]=[C:14]([NH:19][C:20]4[CH:25]=[CH:24][CH:23]=[C:22](O)C=4)[N:13]=3)=[CH:4][C:3]=2[O:2]1.Cl[C:28]1N=C(NC2C=CC=C(O)C=2)C(F)=C[N:29]=1.N1C=CC=C(CN)C=1. No catalyst specified. The product is [F:18][C:17]1[C:12]([NH:11][C:5]2[CH:6]=[CH:7][CH:8]=[C:3]([OH:2])[CH:4]=2)=[N:13][C:14]([NH:19][CH2:20][C:25]2[CH:28]=[N:29][CH:22]=[CH:23][CH:24]=2)=[N:15][CH:16]=1. The yield is 0.620.